This data is from Forward reaction prediction with 1.9M reactions from USPTO patents (1976-2016). The task is: Predict the product of the given reaction. Given the reactants CC1(C)[O:6][CH:5]([C@H:7]2[O:16][C@@H:10]3[O:11][C:12]([CH3:15])([CH3:14])[O:13][C@@H:9]3[CH2:8]2)[CH2:4][O:3]1.C([O-])(O)=O.[Na+], predict the reaction product. The product is: [CH3:14][C:12]1([CH3:15])[O:11][C@H:10]2[O:16][C@H:7]([C@@H:5]([OH:6])[CH2:4][OH:3])[CH2:8][C@H:9]2[O:13]1.